This data is from Retrosynthesis with 50K atom-mapped reactions and 10 reaction types from USPTO. The task is: Predict the reactants needed to synthesize the given product. (1) Given the product COc1ncccc1-c1ccc(O)c(-c2nc3ccc(C(=O)N(C)C)cc3[nH]2)c1, predict the reactants needed to synthesize it. The reactants are: CNC.COc1ncccc1-c1ccc(O)c(-c2nc3ccc(C(=O)O)cc3[nH]2)c1. (2) Given the product CCC(Oc1ccc(C(C)(C)C)cc1)C(=O)O[C@H]1C[C@H](C(C)(C)C)C=C2C=C[C@H](C)[C@](CC[C@@H]3C[C@H](C(C)(C)C)C(O[SiH](C)C)C(=O)O3)(O[SiH](C)C)[C@H]21, predict the reactants needed to synthesize it. The reactants are: CCC(Oc1ccc(C(C)(C)C)cc1)C(=O)O.C[C@H]1C=CC2=C[C@@H](C(C)(C)C)C[C@H](O)[C@@H]2[C@@]1(CC[C@@H]1C[C@H](C(C)(C)C)C(O[SiH](C)C)C(=O)O1)O[SiH](C)C.